Dataset: Full USPTO retrosynthesis dataset with 1.9M reactions from patents (1976-2016). Task: Predict the reactants needed to synthesize the given product. (1) Given the product [Cl:1][C:2]1[CH:8]=[CH:7][C:5]([NH:6][C:25](=[O:26])[C:24]2[CH:28]=[CH:29][C:21]([S:18]([CH2:17][CH:16]([OH:15])[CH3:31])(=[O:20])=[O:19])=[CH:22][C:23]=2[CH3:30])=[CH:4][C:3]=1[C:9]1[CH:14]=[CH:13][CH:12]=[CH:11][N:10]=1, predict the reactants needed to synthesize it. The reactants are: [Cl:1][C:2]1[CH:8]=[CH:7][C:5]([NH2:6])=[CH:4][C:3]=1[C:9]1[CH:14]=[CH:13][CH:12]=[CH:11][N:10]=1.[OH:15][CH:16]([CH3:31])[CH2:17][S:18]([C:21]1[CH:29]=[CH:28][C:24]([C:25](O)=[O:26])=[C:23]([CH3:30])[CH:22]=1)(=[O:20])=[O:19]. (2) Given the product [CH3:1][CH:2]1[NH:3][CH2:4][CH2:5][N:6]([C:9]2[S:10][CH:11]=[CH:12][N:13]=2)[CH2:7]1, predict the reactants needed to synthesize it. The reactants are: [CH3:1][CH:2]1[CH2:7][NH:6][CH2:5][CH2:4][NH:3]1.Br[C:9]1[S:10][CH:11]=[CH:12][N:13]=1.Cl. (3) The reactants are: [Br:1][C:2]1[CH:3]=[N:4][C:5](Cl)=[N:6][CH:7]=1.[CH:9]1([O:15][CH:16]2[CH2:21][CH2:20][NH:19][CH2:18][CH2:17]2)[CH2:14][CH2:13][CH2:12][CH2:11][CH2:10]1.C(=O)([O-])[O-].[K+].[K+].Cl. Given the product [Br:1][C:2]1[CH:3]=[N:4][C:5]([N:19]2[CH2:20][CH2:21][CH:16]([O:15][CH:9]3[CH2:14][CH2:13][CH2:12][CH2:11][CH2:10]3)[CH2:17][CH2:18]2)=[N:6][CH:7]=1, predict the reactants needed to synthesize it. (4) Given the product [CH2:1]([O:3][C:4](=[O:18])[C:5]1[CH:10]=[C:9]([C:11]([F:14])([F:13])[F:12])[C:8]([CH2:15][N:28]2[CH2:29][CH2:30][C@@H:26]([N:25]([C:24]([O:23][C:19]([CH3:22])([CH3:21])[CH3:20])=[O:32])[CH3:31])[CH2:27]2)=[CH:7][C:6]=1[NH2:17])[CH3:2], predict the reactants needed to synthesize it. The reactants are: [CH2:1]([O:3][C:4](=[O:18])[C:5]1[CH:10]=[C:9]([C:11]([F:14])([F:13])[F:12])[C:8]([CH:15]=O)=[CH:7][C:6]=1[NH2:17])[CH3:2].[C:19]([O:23][C:24](=[O:32])[N:25]([CH3:31])[C@@H:26]1[CH2:30][CH2:29][NH:28][CH2:27]1)([CH3:22])([CH3:21])[CH3:20]. (5) Given the product [OH:23][CH2:22][CH2:21][CH2:20][O:1][C:2]1[CH:9]=[CH:8][C:5]([C:6]#[N:7])=[CH:4][CH:3]=1, predict the reactants needed to synthesize it. The reactants are: [OH:1][C:2]1[CH:9]=[CH:8][C:5]([C:6]#[N:7])=[CH:4][CH:3]=1.C(=O)([O-])[O-].[K+].[K+].C(#N)C.Br[CH2:20][CH2:21][CH2:22][OH:23]. (6) Given the product [CH:12]12[CH2:17][CH:9]([C:8]3[C:7]([B:18]([OH:21])[OH:19])=[CH:16][CH:15]=[CH:14][C:13]=31)[CH2:10][CH2:11]2, predict the reactants needed to synthesize it. The reactants are: C([Li])CCC.Br[C:7]1[CH:16]=[CH:15][CH:14]=[C:13]2[C:8]=1[CH:9]1[CH2:17][CH:12]2[CH2:11][CH2:10]1.[B:18](OC)([O:21]C)[O:19]C.Cl. (7) The reactants are: [C:1]1([CH2:7][CH2:8][C@@H:9]2[C@@H:12]([CH2:13][CH2:14][C:15]3[CH:20]=[CH:19][CH:18]=[CH:17][CH:16]=3)[O:11][C:10]2=[O:21])[CH:6]=[CH:5][CH:4]=[CH:3][CH:2]=1.[NH3:22]. Given the product [OH:11][C@H:12]([CH2:13][CH2:14][C:15]1[CH:20]=[CH:19][CH:18]=[CH:17][CH:16]=1)[C@@H:9]([CH2:8][CH2:7][C:1]1[CH:6]=[CH:5][CH:4]=[CH:3][CH:2]=1)[C:10]([NH2:22])=[O:21], predict the reactants needed to synthesize it.